Predict the product of the given reaction. From a dataset of Forward reaction prediction with 1.9M reactions from USPTO patents (1976-2016). (1) Given the reactants [BrH:1].[Cl:2][C:3]1[S:7][C:6]([C:8]([NH:10][CH2:11][C@H:12]([OH:15])[CH2:13]O)=[O:9])=[CH:5][CH:4]=1.C(OC(=O)C)(=O)C.CO, predict the reaction product. The product is: [Br:1][CH2:13][C@@H:12]([OH:15])[CH2:11][NH:10][C:8]([C:6]1[S:7][C:3]([Cl:2])=[CH:4][CH:5]=1)=[O:9]. (2) Given the reactants [NH2:1][C:2]1[C:7]([N+:8]([O-])=O)=[CH:6][C:5]([NH:11][C:12]([O:14][CH3:15])=[O:13])=[CH:4][C:3]=1[N+:16]([O-])=O.C([O-])=O.[NH4+].CN(C(/C=C/C1C[C@H]2C(S([O-])(=O)=O)NC3C=C4OCOC4=CC=3C(=O)N2C=1)=O)C.[Na+].[Br:53][C:54]1[CH:61]=[CH:60][C:57]([CH:58]=O)=[CH:56][CH:55]=1, predict the reaction product. The product is: [NH2:8][C:7]1[C:2]2[NH:1][C:58]([C:57]3[CH:60]=[CH:61][C:54]([Br:53])=[CH:55][CH:56]=3)=[N:16][C:3]=2[CH:4]=[C:5]([NH:11][C:12]([O:14][CH3:15])=[O:13])[CH:6]=1.